Predict which catalyst facilitates the given reaction. From a dataset of Catalyst prediction with 721,799 reactions and 888 catalyst types from USPTO. (1) Reactant: C1COCC1.CS(C)=O.[C:10]([C:13]1[CH:14]=[N:15][CH:16]=[CH:17][CH:18]=1)(=[O:12])[CH3:11]. Product: [CH3:11][C@H:10]([C:13]1[CH:14]=[N:15][CH:16]=[CH:17][CH:18]=1)[OH:12]. The catalyst class is: 5. (2) Reactant: [NH2:1][C:2]([C:6]1[CH:11]=[CH:10][CH:9]=[C:8]([Br:12])[N:7]=1)([CH3:5])[CH2:3][OH:4].C([O-])([O-])=O.[K+].[K+].[Cl:19][CH2:20][C:21](Cl)=[O:22].CO. Product: [Br:12][C:8]1[N:7]=[C:6]([C:2]([NH:1][C:21](=[O:22])[CH2:20][Cl:19])([CH3:5])[CH2:3][OH:4])[CH:11]=[CH:10][CH:9]=1. The catalyst class is: 34. (3) Reactant: [H-].[Na+].[C:3]([O:7][C:8]([N:10]1[CH2:15][CH2:14][NH:13][C:12](=[O:16])[CH2:11]1)=[O:9])([CH3:6])([CH3:5])[CH3:4].CS(O[CH2:22][C:23]1[CH:28]=[C:27]([O:29][CH2:30][CH:31]=[CH2:32])[CH:26]=[CH:25][C:24]=1[Br:33])(=O)=O. Product: [CH2:30]([O:29][C:27]1[CH:26]=[CH:25][C:24]([Br:33])=[C:23]([CH:28]=1)[CH2:22][N:13]1[CH2:14][CH2:15][N:10]([C:8]([O:7][C:3]([CH3:6])([CH3:4])[CH3:5])=[O:9])[CH2:11][C:12]1=[O:16])[CH:31]=[CH2:32]. The catalyst class is: 3.